This data is from Catalyst prediction with 721,799 reactions and 888 catalyst types from USPTO. The task is: Predict which catalyst facilitates the given reaction. (1) Reactant: [CH2:1]([C@@H:8]([C:39](=[O:76])[NH:40][C@@H:41]([CH2:72][CH:73]([CH3:75])[CH3:74])[C:42](=[O:71])[C@@:43]([OH:70])([CH3:69])[CH2:44][O:45][S:46]([C:49]1[C:66]([CH3:67])=[CH:65][C:52]([O:53][CH2:54][C:55]([O:57]CC2C=CC=CC=2)=[O:56])=[CH:51][C:50]=1[CH3:68])(=[O:48])=[O:47])[NH:9][C:10](=[O:38])[C@H:11]([CH2:34][CH:35]([CH3:37])[CH3:36])[NH:12][C:13](=[O:33])[C@H:14]([CH2:25][CH2:26][C:27]1[CH:32]=[CH:31][CH:30]=[CH:29][CH:28]=1)[NH:15][C:16](=[O:24])[CH2:17][N:18]1[CH2:23][CH2:22][O:21][CH2:20][CH2:19]1)[C:2]1[CH:7]=[CH:6][CH:5]=[CH:4][CH:3]=1. Product: [CH2:1]([C@@H:8]([C:39](=[O:76])[NH:40][C@@H:41]([CH2:72][CH:73]([CH3:75])[CH3:74])[C:42](=[O:71])[C:43]([OH:70])([CH3:69])[CH2:44][O:45][S:46]([C:49]1[C:66]([CH3:67])=[CH:65][C:52]([O:53][CH2:54][C:55]([OH:57])=[O:56])=[CH:51][C:50]=1[CH3:68])(=[O:48])=[O:47])[NH:9][C:10](=[O:38])[C@H:11]([CH2:34][CH:35]([CH3:37])[CH3:36])[NH:12][C:13](=[O:33])[C@H:14]([CH2:25][CH2:26][C:27]1[CH:28]=[CH:29][CH:30]=[CH:31][CH:32]=1)[NH:15][C:16](=[O:24])[CH2:17][N:18]1[CH2:23][CH2:22][O:21][CH2:20][CH2:19]1)[C:2]1[CH:3]=[CH:4][CH:5]=[CH:6][CH:7]=1. The catalyst class is: 505. (2) Reactant: [Cl:1][C:2]1[CH:3]=[C:4]([C:9]2[C:10]([N:15]3[CH2:20][CH2:19][NH:18][CH2:17][CH2:16]3)=[N:11][CH:12]=[CH:13][N:14]=2)[CH:5]=[CH:6][C:7]=1[Cl:8].[CH3:21][C:22]1[C:26]([CH:27]=O)=[C:25]([CH3:29])[N:24]([C:30]2[CH:35]=[CH:34][CH:33]=[CH:32][CH:31]=2)[N:23]=1.C(O[BH-](OC(=O)C)OC(=O)C)(=O)C.[Na+]. Product: [ClH:1].[Cl:1][C:2]1[CH:3]=[C:4]([C:9]2[C:10]([N:15]3[CH2:16][CH2:17][N:18]([CH2:27][C:26]4[C:22]([CH3:21])=[N:23][N:24]([C:30]5[CH:35]=[CH:34][CH:33]=[CH:32][CH:31]=5)[C:25]=4[CH3:29])[CH2:19][CH2:20]3)=[N:11][CH:12]=[CH:13][N:14]=2)[CH:5]=[CH:6][C:7]=1[Cl:8]. The catalyst class is: 26. (3) Reactant: [O:1]1[CH:5]=[CH:4][CH:3]=[C:2]1[C:6](Cl)=[O:7].[CH2:9]([N:16]1[C:25]2[C:20](=[CH:21][C:22]([CH3:26])=[CH:23][CH:24]=2)[C:19]([N:27]2[CH2:32][CH2:31][NH:30][CH2:29][CH2:28]2)=[C:18]([C:33]#[N:34])[C:17]1=[O:35])[C:10]1[CH:15]=[CH:14][CH:13]=[CH:12][CH:11]=1. Product: [CH2:9]([N:16]1[C:25]2[C:20](=[CH:21][C:22]([CH3:26])=[CH:23][CH:24]=2)[C:19]([N:27]2[CH2:32][CH2:31][N:30]([C:6]([C:2]3[O:1][CH:5]=[CH:4][CH:3]=3)=[O:7])[CH2:29][CH2:28]2)=[C:18]([C:33]#[N:34])[C:17]1=[O:35])[C:10]1[CH:11]=[CH:12][CH:13]=[CH:14][CH:15]=1. The catalyst class is: 17. (4) Reactant: C([O:5][NH:6][C:7]([C@H:9]([NH:12][C:13]([N:15]1[C:21](=[O:22])[CH:20]([CH2:23][C:24]2[CH:29]=[C:28]([Cl:30])[CH:27]=[CH:26][C:25]=2[O:31][CH3:32])[CH2:19][NH:18][C:17](=[O:33])[CH2:16]1)=[O:14])[CH2:10][CH3:11])=[O:8])(C)(C)C.FC(F)(F)C(O)=O. Product: [Cl:30][C:28]1[CH:27]=[CH:26][C:25]([O:31][CH3:32])=[C:24]([CH:29]=1)[CH2:23][CH:20]1[C:21](=[O:22])[N:15]([C:13]([NH:12][C@@H:9]([C:7]([NH:6][OH:5])=[O:8])[CH2:10][CH3:11])=[O:14])[CH2:16][C:17](=[O:33])[NH:18][CH2:19]1. The catalyst class is: 2. (5) Reactant: [H-].[Na+].[Cl:3][C:4]1[CH:5]=[C:6]([CH:8]=[CH:9][CH:10]=1)[NH2:7].Cl[C:12]1[CH:13]=[CH:14][C:15]2[N:16]([C:18]([CH2:21][C:22]3[CH:23]=[C:24]4[C:29](=[CH:30][CH:31]=3)[N:28]=[CH:27][CH:26]=[CH:25]4)=[CH:19][N:20]=2)[N:17]=1. Product: [Cl:3][C:4]1[CH:5]=[C:6]([NH:7][C:12]2[CH:13]=[CH:14][C:15]3[N:16]([C:18]([CH2:21][C:22]4[CH:23]=[C:24]5[C:29](=[CH:30][CH:31]=4)[N:28]=[CH:27][CH:26]=[CH:25]5)=[CH:19][N:20]=3)[N:17]=2)[CH:8]=[CH:9][CH:10]=1. The catalyst class is: 296. (6) Reactant: [NH2:1][C:2]1[C:3]2[N:4]([C:8]([CH:18]3[CH2:21][CH2:20][CH2:19]3)=[N:9][C:10]=2[C:11]2[CH:12]=[C:13]([OH:17])[CH:14]=[CH:15][CH:16]=2)[CH:5]=[CH:6][N:7]=1.C([O-])([O-])=O.[Cs+].[Cs+].[Br:28][C:29]1[CH:36]=[CH:35][CH:34]=[CH:33][C:30]=1[CH2:31]Br. The catalyst class is: 3. Product: [Br:28][C:29]1[CH:36]=[CH:35][CH:34]=[CH:33][C:30]=1[CH2:31][O:17][C:13]1[CH:12]=[C:11]([C:10]2[N:9]=[C:8]([CH:18]3[CH2:21][CH2:20][CH2:19]3)[N:4]3[CH:5]=[CH:6][N:7]=[C:2]([NH2:1])[C:3]=23)[CH:16]=[CH:15][CH:14]=1. (7) Product: [Br:1][C:2]1[CH:7]=[CH:6][CH:5]=[CH:4][C:3]=1[CH2:8][N:9]1[C:10]([OH:30])=[C:11]([C:26]([NH:37][CH:31]2[CH2:36][CH2:35][CH2:34][CH2:33][CH2:32]2)=[O:28])[C:12]([OH:25])=[C:13]([C:16]([NH:18][CH2:19][C:20]([OH:22])=[O:21])=[O:17])[C:14]1=[O:15]. Reactant: [Br:1][C:2]1[CH:7]=[CH:6][CH:5]=[CH:4][C:3]=1[CH2:8][N:9]1[C:14](=[O:15])[C:13]([C:16]([NH:18][CH2:19][C:20]([O:22]CC)=[O:21])=[O:17])=[C:12]([OH:25])[C:11]([C:26]([O:28]C)=O)=[C:10]1[OH:30].[CH:31]1([NH2:37])[CH2:36][CH2:35][CH2:34][CH2:33][CH2:32]1.Cl. The catalyst class is: 22.